Task: Predict the product of the given reaction.. Dataset: Forward reaction prediction with 1.9M reactions from USPTO patents (1976-2016) (1) Given the reactants [C:1]([C:4]1[C:5]([OH:25])=[C:6]([NH:18][C:19](=[O:24])[C:20](Br)([CH3:22])[CH3:21])[CH:7]=[C:8]([O:10][CH2:11][C:12]2[CH:17]=[CH:16][CH:15]=[CH:14][CH:13]=2)[CH:9]=1)(=[O:3])[CH3:2].C(=O)([O-])[O-].[K+].[K+], predict the reaction product. The product is: [C:1]([C:4]1[C:5]2[O:25][C:20]([CH3:22])([CH3:21])[C:19](=[O:24])[NH:18][C:6]=2[CH:7]=[C:8]([O:10][CH2:11][C:12]2[CH:17]=[CH:16][CH:15]=[CH:14][CH:13]=2)[CH:9]=1)(=[O:3])[CH3:2]. (2) Given the reactants [CH2:1]([O:3][C:4](=[O:46])[C@@H:5]([O:43][CH2:44][CH3:45])[CH2:6][C:7]1[CH:12]=[CH:11][C:10]([O:13][CH2:14]/[CH:15]=[C:16](/[C:18]2[CH:23]=[CH:22][C:21]([C:24]3[CH:29]=[CH:28][C:27]([C:30]([CH3:42])=[CH:31][CH2:32][O:33]C[Si](C(C)(C)C)(C)C)=[CH:26][CH:25]=3)=[CH:20][CH:19]=2)\[CH3:17])=[CH:9][CH:8]=1)[CH3:2].[F-].C([N+](CCCC)(CCCC)CCCC)CCC, predict the reaction product. The product is: [CH2:1]([O:3][C:4](=[O:46])[C@@H:5]([O:43][CH2:44][CH3:45])[CH2:6][C:7]1[CH:8]=[CH:9][C:10]([O:13][CH2:14]/[CH:15]=[C:16](/[C:18]2[CH:23]=[CH:22][C:21]([C:24]3[CH:29]=[CH:28][C:27](/[C:30](/[CH3:42])=[CH:31]/[CH2:32][OH:33])=[CH:26][CH:25]=3)=[CH:20][CH:19]=2)\[CH3:17])=[CH:11][CH:12]=1)[CH3:2]. (3) Given the reactants [OH:1][C:2]1[CH:3]=[C:4]([CH:9]=[CH:10][C:11]=1I)[C:5]([O:7][CH3:8])=[O:6].[F:13][C:14]1[CH:19]=[CH:18][C:17]([O:20][CH3:21])=[CH:16][C:15]=1B(O)O.C(O)(C)C.C(=O)([O-])[O-].[Na+].[Na+], predict the reaction product. The product is: [F:13][C:14]1[CH:19]=[CH:18][C:17]([O:20][CH3:21])=[CH:16][C:15]=1[C:11]1[CH:10]=[CH:9][C:4]([C:5]([O:7][CH3:8])=[O:6])=[CH:3][C:2]=1[OH:1]. (4) Given the reactants [CH2:1]([C:3]([C:21]1[CH:34]=[CH:33][C:24]([O:25][CH2:26][C@H](O)CCCO)=[C:23]([CH3:35])[CH:22]=1)([C:6]1[CH:11]=[CH:10][C:9](/[CH:12]=[CH:13]/[C:14]([CH2:18][CH3:19])([OH:17])[CH2:15][CH3:16])=[C:8]([CH3:20])[CH:7]=1)[CH2:4][CH3:5])[CH3:2].[CH:36]1C=CC(P(C2C=CC=CC=2)C2C=CC=CC=2)=CC=1.C1(=O)NC(=O)C2=CC=CC=C12.[CH3:77][CH2:76][O:75][C:73](/N=N/[C:73]([O:75][CH2:76][CH3:77])=O)=O, predict the reaction product. The product is: [CH2:15]([C:14]([OH:17])([CH2:18][CH3:19])/[CH:13]=[CH:12]/[C:9]1[CH:10]=[CH:11][C:6]([C:3]([CH2:4][CH3:5])([C:21]2[CH:34]=[CH:33][C:24]([O:25][CH2:26][C@H:76]3[CH2:77][CH2:36][CH2:73][O:75]3)=[C:23]([CH3:35])[CH:22]=2)[CH2:1][CH3:2])=[CH:7][C:8]=1[CH3:20])[CH3:16]. (5) The product is: [CH2:22]([N:21]([CH:18]([C:9]1[N:8]([CH2:1][C:2]2[CH:3]=[CH:4][CH:5]=[CH:6][CH:7]=2)[C:13](=[O:14])[C:12]2=[CH:15][CH:16]=[CH:17][N:11]2[N:10]=1)[CH2:19][CH3:20])[C:29](=[O:36])[C:30]1[CH:35]=[CH:34][CH:33]=[CH:32][CH:31]=1)[C:23]1[CH:24]=[CH:25][CH:26]=[CH:27][CH:28]=1. Given the reactants [CH2:1]([N:8]1[C:13](=[O:14])[C:12]2=[CH:15][CH:16]=[CH:17][N:11]2[N:10]=[C:9]1[CH:18]([NH:21][CH2:22][C:23]1[CH:28]=[CH:27][CH:26]=[CH:25][CH:24]=1)[CH2:19][CH3:20])[C:2]1[CH:7]=[CH:6][CH:5]=[CH:4][CH:3]=1.[C:29](Cl)(=[O:36])[C:30]1[CH:35]=[CH:34][CH:33]=[CH:32][CH:31]=1.CCN(CC)CC, predict the reaction product. (6) Given the reactants [Br:1][C:2]1[CH:3]=[CH:4][C:5]2=[C:6]([CH:23]=1)[N:7]=[C:8]([NH:15][C:16]([O:18][C:19]([CH3:22])([CH3:21])[CH3:20])=[O:17])[CH2:9][C:10]([C:12](O)=[O:13])=[CH:11]2.C1C=CC2N(O)N=NC=2C=1.CCN=C=NCCCN(C)C.Cl.[F:46][CH2:47][CH2:48][CH2:49][NH:50][CH2:51][CH2:52][CH3:53].C(N(CC)CC)C, predict the reaction product. The product is: [Br:1][C:2]1[CH:3]=[CH:4][C:5]2=[C:6]([CH:23]=1)[N:7]=[C:8]([NH:15][C:16](=[O:17])[O:18][C:19]([CH3:20])([CH3:22])[CH3:21])[CH2:9][C:10]([C:12](=[O:13])[N:50]([CH2:49][CH2:48][CH2:47][F:46])[CH2:51][CH2:52][CH3:53])=[CH:11]2.